Dataset: Forward reaction prediction with 1.9M reactions from USPTO patents (1976-2016). Task: Predict the product of the given reaction. (1) Given the reactants [H-].[Na+].[Cl:3][C:4]1[N:20]=[CH:19][C:7]2[NH:8][C:9](=[O:18])[CH:10]([CH3:17])[N:11]([CH:12]3[CH2:16][CH2:15][CH2:14][CH2:13]3)[C:6]=2[CH:5]=1.I[CH3:22], predict the reaction product. The product is: [Cl:3][C:4]1[N:20]=[CH:19][C:7]2[N:8]([CH3:22])[C:9](=[O:18])[CH:10]([CH3:17])[N:11]([CH:12]3[CH2:13][CH2:14][CH2:15][CH2:16]3)[C:6]=2[CH:5]=1. (2) Given the reactants [OH:1][CH2:2][C:3]1[CH:4]=[C:5]([CH2:9][CH:10]([O:16][CH:17]([CH3:19])[CH3:18])[C:11]([O:13]CC)=[O:12])[CH:6]=[CH:7][CH:8]=1.[C:20]1([CH3:29])[CH:25]=[CH:24][C:23]([N:26]=[C:27]=[O:28])=[CH:22][CH:21]=1, predict the reaction product. The product is: [CH:17]([O:16][CH:10]([CH2:9][C:5]1[CH:6]=[CH:7][CH:8]=[C:3]([CH2:2][O:1][C:27]([NH:26][C:23]2[CH:24]=[CH:25][C:20]([CH3:29])=[CH:21][CH:22]=2)=[O:28])[CH:4]=1)[C:11]([OH:13])=[O:12])([CH3:18])[CH3:19]. (3) Given the reactants [N:1]([CH2:4][C@@H:5]1[O:11][C:10]2[C:12]([C:17]3[C:22]([Cl:23])=[CH:21][CH:20]=[CH:19][C:18]=3[Cl:24])=[CH:13][C:14]([F:16])=[CH:15][C:9]=2[CH2:8][CH2:7]C1)=[N+]=[N-].C1(P(C2C=CC=CC=2)C2C=CC=CC=2)C=CC=CC=1, predict the reaction product. The product is: [Cl:23][C:22]1[CH:21]=[CH:20][CH:19]=[C:18]([Cl:24])[C:17]=1[C:12]1[CH:13]=[C:14]([F:16])[CH:15]=[C:9]2[C:10]=1[O:11][C@@H:5]([CH2:4][NH2:1])[CH2:7][CH2:8]2. (4) Given the reactants Br[C:2]1[CH:7]=[CH:6][C:5]2[C:8]3[CH2:13][CH2:12][N:11]([C:14]([O:16][C:17]([CH3:20])([CH3:19])[CH3:18])=[O:15])[CH2:10][C:9]=3[S:21][C:4]=2[CH:3]=1.[Cl:22][C:23]1[CH:37]=[CH:36][C:26]([CH2:27][CH2:28][N:29]2[CH2:34][CH2:33][NH:32][C:31](=[O:35])[CH2:30]2)=[CH:25][CH:24]=1, predict the reaction product. The product is: [Cl:22][C:23]1[CH:24]=[CH:25][C:26]([CH2:27][CH2:28][N:29]2[CH2:34][CH2:33][N:32]([C:2]3[CH:7]=[CH:6][C:5]4[C:8]5[CH2:13][CH2:12][N:11]([C:14]([O:16][C:17]([CH3:20])([CH3:19])[CH3:18])=[O:15])[CH2:10][C:9]=5[S:21][C:4]=4[CH:3]=3)[C:31](=[O:35])[CH2:30]2)=[CH:36][CH:37]=1. (5) The product is: [C:15]([O:14][C:12]([N:4]1[CH2:5][CH2:6][NH:1][CH:2]([C:7]([OH:9])=[O:8])[CH2:3]1)=[O:13])([CH3:18])([CH3:17])[CH3:16]. Given the reactants [NH:1]1[CH2:6][CH2:5][NH:4][CH2:3][CH:2]1[C:7]([OH:9])=[O:8].[OH-].[Na+].[C:12](O[C:12]([O:14][C:15]([CH3:18])([CH3:17])[CH3:16])=[O:13])([O:14][C:15]([CH3:18])([CH3:17])[CH3:16])=[O:13].Cl, predict the reaction product. (6) Given the reactants [Si:1]([O:8][C@@H:9]1[CH:14]=[C:13]([C:15]2[CH:20]=[CH:19][N:18]=[CH:17][C:16]=2[N+:21]([O-])=O)[CH2:12][C@H:11]([CH3:24])[C@@:10]1([C:26]#[CH:27])[OH:25])([C:4]([CH3:7])([CH3:6])[CH3:5])([CH3:3])[CH3:2], predict the reaction product. The product is: [NH2:21][C:16]1[CH:17]=[N:18][CH:19]=[CH:20][C:15]=1[C@@H:13]1[CH2:12][C@H:11]([CH3:24])[C@@:10]([CH2:26][CH3:27])([OH:25])[C@H:9]([O:8][Si:1]([C:4]([CH3:6])([CH3:5])[CH3:7])([CH3:3])[CH3:2])[CH2:14]1.